Regression/Classification. Given a drug SMILES string, predict its absorption, distribution, metabolism, or excretion properties. Task type varies by dataset: regression for continuous measurements (e.g., permeability, clearance, half-life) or binary classification for categorical outcomes (e.g., BBB penetration, CYP inhibition). Dataset: cyp3a4_veith. From a dataset of CYP3A4 inhibition data for predicting drug metabolism from PubChem BioAssay. (1) The compound is CCOC(=O)Cn1c(=O)oc2cc(S(=O)(=O)NCCc3ccc(OCC)c(OCC)c3)ccc21. The result is 1 (inhibitor). (2) The molecule is O=C(O)CCCN1CCCCC1. The result is 0 (non-inhibitor). (3) The drug is O=C(Cc1ccccc1)NC1CCN(S(=O)(=O)c2ccc(C(=O)O)cc2)CC1. The result is 0 (non-inhibitor).